The task is: Predict the product of the given reaction.. This data is from Forward reaction prediction with 1.9M reactions from USPTO patents (1976-2016). (1) Given the reactants [C:1](Cl)(=[O:11])[C:2]1[CH:10]=[CH:9][C:5]([C:6](Cl)=[O:7])=[CH:4][CH:3]=1.C([NH:20][CH:21]1[CH2:26][CH2:25][NH:24][CH2:23][CH2:22]1)(OC(C)(C)C)=O, predict the reaction product. The product is: [NH2:20][CH:21]1[CH2:26][CH2:25][N:24]([C:1]([C:2]2[CH:10]=[CH:9][C:5]([C:6]([N:24]3[CH2:23][CH2:22][CH:21]([NH2:20])[CH2:26][CH2:25]3)=[O:7])=[CH:4][CH:3]=2)=[O:11])[CH2:23][CH2:22]1. (2) The product is: [F:1][C:2]1[CH:3]=[C:4]([N+:20]([O-:22])=[O:21])[C:5]([NH:9][C@H:10]([C:13]2[CH:18]=[CH:17][C:16]([F:19])=[CH:15][N:14]=2)[CH2:11][OH:12])=[N:6][C:7]=1[NH:29][C:26]1[CH:25]=[C:24]([CH3:23])[NH:28][N:27]=1. Given the reactants [F:1][C:2]1[CH:3]=[C:4]([N+:20]([O-:22])=[O:21])[C:5]([NH:9][C@H:10]([C:13]2[CH:18]=[CH:17][C:16]([F:19])=[CH:15][N:14]=2)[CH2:11][OH:12])=[N:6][C:7]=1F.[CH3:23][C:24]1[NH:28][N:27]=[C:26]([NH2:29])[CH:25]=1, predict the reaction product. (3) Given the reactants [NH2:1][CH2:2][CH2:3][C:4]([NH:7]C(=O)OCC)([CH3:6])[CH3:5].[BrH:13], predict the reaction product. The product is: [BrH:13].[BrH:13].[CH3:5][C:4]([NH2:7])([CH3:6])[CH2:3][CH2:2][NH2:1]. (4) Given the reactants [N:1]([CH2:4][C@H:5]1[CH2:14][CH2:13][C:12]2[C:7](=[C:8]([C:16]3[CH:21]=[CH:20][C:19]([Cl:22])=[CH:18][C:17]=3[CH3:23])[C:9]([F:15])=[CH:10][CH:11]=2)[O:6]1)=[N+]=[N-].C1(P(C2C=CC=CC=2)C2C=CC=CC=2)C=CC=CC=1, predict the reaction product. The product is: [ClH:22].[Cl:22][C:19]1[CH:20]=[CH:21][C:16]([C:8]2[C:9]([F:15])=[CH:10][CH:11]=[C:12]3[C:7]=2[O:6][C@@H:5]([CH2:4][NH2:1])[CH2:14][CH2:13]3)=[C:17]([CH3:23])[CH:18]=1.